This data is from Reaction yield outcomes from USPTO patents with 853,638 reactions. The task is: Predict the reaction yield, written as a fraction of the theoretical maximum amount of product (1.0 means a 100% yield; for example, 0.34 means a 34% yield). The reactants are [CH3:1][C:2]1[N:6]([CH2:7][O:8][CH2:9][CH2:10][Si:11]([CH3:14])([CH3:13])[CH3:12])[CH:5]=[N:4][CH:3]=1.[Li]CCCC.C([C:22]([O:24][CH2:25][CH3:26])=[O:23])#N. The catalyst is C1COCC1.CCOC(C)=O. The product is [CH2:25]([O:24][C:22]([C:5]1[N:6]([CH2:7][O:8][CH2:9][CH2:10][Si:11]([CH3:13])([CH3:12])[CH3:14])[C:2]([CH3:1])=[CH:3][N:4]=1)=[O:23])[CH3:26]. The yield is 0.380.